This data is from Reaction yield outcomes from USPTO patents with 853,638 reactions. The task is: Predict the reaction yield, written as a fraction of the theoretical maximum amount of product (1.0 means a 100% yield; for example, 0.34 means a 34% yield). (1) The reactants are [F:1][C:2]1[CH:3]=[C:4]([CH:20]=[C:21]([F:23])[CH:22]=1)[CH2:5][CH:6]1[CH2:11][CH:10]([C:12]([O:14]C)=[O:13])[CH2:9][CH2:8][N:7]1[C:16]([O:18][CH3:19])=[O:17].[Br-].[Li+].C(N(CC)CC)C.CC(OC)(C)C. The catalyst is C(#N)C.O. The product is [F:23][C:21]1[CH:20]=[C:4]([CH:3]=[C:2]([F:1])[CH:22]=1)[CH2:5][CH:6]1[CH2:11][CH:10]([C:12]([OH:14])=[O:13])[CH2:9][CH2:8][N:7]1[C:16]([O:18][CH3:19])=[O:17]. The yield is 0.850. (2) The reactants are [F:1][C:2]1[CH:3]=[C:4]([C@H:10]([NH:13][C:14]2[CH:19]=[CH:18][N:17]3[N:20]=[CH:21][C:22]([C:23]([OH:25])=O)=[C:16]3[N:15]=2)[CH2:11][OH:12])[C:5]([O:8][CH3:9])=[N:6][CH:7]=1.C1C=CC2N(O)N=NC=2C=1.CCN=C=NCCCN(C)C.C(N(CC)CC)C.Cl.[Cl:55][CH2:56][CH2:57][CH2:58][NH2:59]. The catalyst is C(Cl)Cl.CN(C=O)C. The product is [Cl:55][CH2:56][CH2:57][CH2:58][NH:59][C:23]([C:22]1[CH:21]=[N:20][N:17]2[CH:18]=[CH:19][C:14]([NH:13][C@@H:10]([C:4]3[C:5]([O:8][CH3:9])=[N:6][CH:7]=[C:2]([F:1])[CH:3]=3)[CH2:11][OH:12])=[N:15][C:16]=12)=[O:25]. The yield is 0.990.